The task is: Predict the reactants needed to synthesize the given product.. This data is from Full USPTO retrosynthesis dataset with 1.9M reactions from patents (1976-2016). (1) Given the product [CH3:31][S:32]([O:1][CH2:2][CH2:3]/[CH:4]=[CH:5]/[CH2:6][C:7]([NH:9][C:10]1[CH:15]=[CH:14][CH:13]=[CH:12][C:11]=1[NH:16][C:17]([O:18][C:19]([CH3:20])([CH3:22])[CH3:21])=[O:23])=[O:8])(=[O:34])=[O:33], predict the reactants needed to synthesize it. The reactants are: [OH:1][CH2:2][CH2:3]/[CH:4]=[CH:5]/[CH2:6][C:7]([NH:9][C:10]1[CH:15]=[CH:14][CH:13]=[CH:12][C:11]=1[NH:16][C:17](=[O:23])[O:18][C:19]([CH3:22])([CH3:21])[CH3:20])=[O:8].C(N(CC)CC)C.[CH3:31][S:32](Cl)(=[O:34])=[O:33].O. (2) Given the product [Cl:11][C:12]1[C:13]([CH:9]=[O:10])=[C:14]([C:18]([O:20][CH2:21][CH3:22])=[O:19])[NH:15][C:16]=1[CH3:17], predict the reactants needed to synthesize it. The reactants are: O=P(Cl)(Cl)Cl.CN([CH:9]=[O:10])C.[Cl:11][C:12]1[CH:13]=[C:14]([C:18]([O:20][CH2:21][CH3:22])=[O:19])[NH:15][C:16]=1[CH3:17].C([O-])(=O)C.[Na+]. (3) The reactants are: [CH3:1][C:2]([NH2:6])([C:4]#[CH:5])[CH3:3].[CH:7]1([C:10](O)=[O:11])[CH2:9][CH2:8]1. Given the product [CH3:1][C:2]([NH:6][C:10]([CH:7]1[CH2:9][CH2:8]1)=[O:11])([C:4]#[CH:5])[CH3:3], predict the reactants needed to synthesize it. (4) Given the product [CH3:23][C:24]1[CH:31]=[CH:30][C:27]([CH2:28][NH:1][C:2]2[N:3]([C:13]3[CH:18]=[CH:17][CH:16]=[C:15]([C:19]([F:22])([F:20])[F:21])[CH:14]=3)[C:4]3[C:9]([C:10](=[O:12])[CH:11]=2)=[CH:8][CH:7]=[CH:6][N:5]=3)=[CH:26][CH:25]=1, predict the reactants needed to synthesize it. The reactants are: [NH2:1][C:2]1[N:3]([C:13]2[CH:18]=[CH:17][CH:16]=[C:15]([C:19]([F:22])([F:21])[F:20])[CH:14]=2)[C:4]2[C:9]([C:10](=[O:12])[CH:11]=1)=[CH:8][CH:7]=[CH:6][N:5]=2.[CH3:23][C:24]1[CH:31]=[CH:30][C:27]([CH2:28]Br)=[CH:26][CH:25]=1. (5) Given the product [O:1]([C:8]1[CH:9]=[C:10]([CH3:18])[C:11](=[CH:12][C:13]=1[CH3:14])[NH2:15])[C:2]1[CH:3]=[CH:4][CH:5]=[CH:6][CH:7]=1, predict the reactants needed to synthesize it. The reactants are: [O:1]([C:8]1[C:13]([CH3:14])=[CH:12][C:11]([N+:15]([O-])=O)=[C:10]([CH3:18])[CH:9]=1)[C:2]1[CH:7]=[CH:6][CH:5]=[CH:4][CH:3]=1.[Sn](Cl)(Cl)(Cl)Cl.C([O-])(O)=O.[Na+]. (6) Given the product [NH2:70][C:66]1([C:63]2[CH:62]=[CH:61][C:60]([C:39]3[C:38](=[O:37])[C:47]4[C:42]([O:41][C:40]=3[C:54]3[CH:59]=[CH:58][CH:57]=[CH:56][CH:55]=3)=[C:43]([C:48]3[CH:53]=[CH:52][CH:51]=[CH:50][CH:49]=3)[N:44]=[CH:45][CH:46]=4)=[CH:65][CH:64]=2)[CH2:69][CH2:68][CH2:67]1, predict the reactants needed to synthesize it. The reactants are: NC1(C2C=CC(C3C(=O)C4C(OC=3C3C=CC=CC=3)=C(C3C(C)=NN(C)C=3C)N=CC=4)=CC=2)CCC1.[O:37]=[C:38]1[C:47]2[C:42](=[C:43]([C:48]3[CH:53]=[CH:52][CH:51]=[CH:50][CH:49]=3)[N:44]=[CH:45][CH:46]=2)[O:41][C:40]([C:54]2[CH:59]=[CH:58][CH:57]=[CH:56][CH:55]=2)=[C:39]1[C:60]1[CH:65]=[CH:64][C:63]([C:66]2([NH:70]C(=O)OC(C)(C)C)[CH2:69][CH2:68][CH2:67]2)=[CH:62][CH:61]=1.